This data is from NCI-60 drug combinations with 297,098 pairs across 59 cell lines. The task is: Regression. Given two drug SMILES strings and cell line genomic features, predict the synergy score measuring deviation from expected non-interaction effect. (1) Drug 1: C1CCN(CC1)CCOC2=CC=C(C=C2)C(=O)C3=C(SC4=C3C=CC(=C4)O)C5=CC=C(C=C5)O. Drug 2: CC1CCCC2(C(O2)CC(NC(=O)CC(C(C(=O)C(C1O)C)(C)C)O)C(=CC3=CSC(=N3)C)C)C. Cell line: ACHN. Synergy scores: CSS=-0.444, Synergy_ZIP=0.906, Synergy_Bliss=-1.23, Synergy_Loewe=-10.9, Synergy_HSA=-4.74. (2) Drug 1: COC1=C(C=C2C(=C1)N=CN=C2NC3=CC(=C(C=C3)F)Cl)OCCCN4CCOCC4. Drug 2: CCC1=CC2CC(C3=C(CN(C2)C1)C4=CC=CC=C4N3)(C5=C(C=C6C(=C5)C78CCN9C7C(C=CC9)(C(C(C8N6C)(C(=O)OC)O)OC(=O)C)CC)OC)C(=O)OC.C(C(C(=O)O)O)(C(=O)O)O. Cell line: KM12. Synergy scores: CSS=59.6, Synergy_ZIP=-0.239, Synergy_Bliss=-1.63, Synergy_Loewe=3.68, Synergy_HSA=4.54. (3) Drug 1: COC1=CC(=CC(=C1O)OC)C2C3C(COC3=O)C(C4=CC5=C(C=C24)OCO5)OC6C(C(C7C(O6)COC(O7)C8=CC=CS8)O)O. Drug 2: C1=C(C(=O)NC(=O)N1)N(CCCl)CCCl. Cell line: SK-OV-3. Synergy scores: CSS=43.9, Synergy_ZIP=-7.32, Synergy_Bliss=-1.90, Synergy_Loewe=-14.7, Synergy_HSA=0.546. (4) Drug 1: C1CCC(C(C1)N)N.C(=O)(C(=O)[O-])[O-].[Pt+4]. Drug 2: COCCOC1=C(C=C2C(=C1)C(=NC=N2)NC3=CC=CC(=C3)C#C)OCCOC.Cl. Cell line: SNB-19. Synergy scores: CSS=19.8, Synergy_ZIP=-7.55, Synergy_Bliss=-5.41, Synergy_Loewe=-3.90, Synergy_HSA=-2.37. (5) Drug 1: C1=CC(=CC=C1C#N)C(C2=CC=C(C=C2)C#N)N3C=NC=N3. Drug 2: CCN(CC)CCCC(C)NC1=C2C=C(C=CC2=NC3=C1C=CC(=C3)Cl)OC. Cell line: UACC62. Synergy scores: CSS=6.57, Synergy_ZIP=1.71, Synergy_Bliss=6.22, Synergy_Loewe=4.22, Synergy_HSA=3.50.